This data is from Reaction yield outcomes from USPTO patents with 853,638 reactions. The task is: Predict the reaction yield, written as a fraction of the theoretical maximum amount of product (1.0 means a 100% yield; for example, 0.34 means a 34% yield). (1) The catalyst is O1CCCC1. The reactants are O1[C:5]2([CH2:10][CH2:9][CH:8]([N:11]3[C:16](=[O:17])[C:15]([CH2:18][C:19]4[CH:24]=[CH:23][C:22]([C:25]5[CH:30]=[CH:29][CH:28]=[CH:27][C:26]=5[C:31]5[NH:35][C:34](=[O:36])[O:33][N:32]=5)=[CH:21][CH:20]=4)=[C:14]([CH2:37][CH2:38][CH3:39])[N:13]4[N:40]=[C:41]([CH3:43])[N:42]=[C:12]34)[CH2:7][CH2:6]2)[O:4]CC1.Cl. The yield is 0.440. The product is [CH3:43][C:41]1[N:42]=[C:12]2[N:11]([CH:8]3[CH2:9][CH2:10][C:5](=[O:4])[CH2:6][CH2:7]3)[C:16](=[O:17])[C:15]([CH2:18][C:19]3[CH:20]=[CH:21][C:22]([C:25]4[CH:30]=[CH:29][CH:28]=[CH:27][C:26]=4[C:31]4[NH:35][C:34](=[O:36])[O:33][N:32]=4)=[CH:23][CH:24]=3)=[C:14]([CH2:37][CH2:38][CH3:39])[N:13]2[N:40]=1. (2) The reactants are [CH3:1][NH:2][S:3]([C:6]1[CH:11]=[CH:10][C:9](B(O)O)=[CH:8][CH:7]=1)(=[O:5])=[O:4].[C:15]([O:19][C:20](=[O:29])[NH:21][C:22]1[CH:27]=[CH:26][CH:25]=[C:24](Br)[N:23]=1)([CH3:18])([CH3:17])[CH3:16].C([O-])([O-])=O.[K+].[K+]. The catalyst is CN(C=O)C.O.C1C=CC([P]([Pd]([P](C2C=CC=CC=2)(C2C=CC=CC=2)C2C=CC=CC=2)([P](C2C=CC=CC=2)(C2C=CC=CC=2)C2C=CC=CC=2)[P](C2C=CC=CC=2)(C2C=CC=CC=2)C2C=CC=CC=2)(C2C=CC=CC=2)C2C=CC=CC=2)=CC=1. The product is [CH3:1][NH:2][S:3]([C:6]1[CH:11]=[CH:10][C:9]([C:24]2[N:23]=[C:22]([NH:21][C:20](=[O:29])[O:19][C:15]([CH3:17])([CH3:16])[CH3:18])[CH:27]=[CH:26][CH:25]=2)=[CH:8][CH:7]=1)(=[O:5])=[O:4]. The yield is 0.580. (3) The catalyst is COCCOC.ClCCl. The product is [Cl:17][C:14]1[CH:13]=[CH:12][C:11]([CH2:10][CH2:9][O:8][C:5]2[N:6]=[N:7][C:2]([C:34]3[CH:33]=[C:32]([Cl:31])[C:37]([O:38][CH3:39])=[C:36]([Cl:40])[CH:35]=3)=[CH:3][C:4]=2[N:18]2[CH2:19][CH2:20][N:21]([C:24]([O:26][C:27]([CH3:29])([CH3:28])[CH3:30])=[O:25])[CH2:22][CH2:23]2)=[CH:16][CH:15]=1. The reactants are Cl[C:2]1[N:7]=[N:6][C:5]([O:8][CH2:9][CH2:10][C:11]2[CH:16]=[CH:15][C:14]([Cl:17])=[CH:13][CH:12]=2)=[C:4]([N:18]2[CH2:23][CH2:22][N:21]([C:24]([O:26][C:27]([CH3:30])([CH3:29])[CH3:28])=[O:25])[CH2:20][CH2:19]2)[CH:3]=1.[Cl:31][C:32]1[CH:33]=[C:34](B2OC(C)(C)C(C)(C)O2)[CH:35]=[C:36]([Cl:40])[C:37]=1[O:38][CH3:39].C(=O)([O-])[O-].[Na+].[Na+]. The yield is 0.780. (4) The reactants are [F:1][C:2]1[CH:3]=[C:4]([C:27]2[C:28]([C:33]#[N:34])=[CH:29][CH:30]=[CH:31][CH:32]=2)[CH:5]=[CH:6][C:7]=1[CH2:8][C:9]1[C:14](=[O:15])[N:13]([C:16]2[CH:21]=[CH:20][C:19]([OH:22])=[CH:18][CH:17]=2)[C:12]([CH3:23])=[N:11][C:10]=1[CH2:24][CH2:25][CH3:26].Br[C:36]([CH3:42])([CH3:41])[C:37]([O:39][CH3:40])=[O:38].C(=O)([O-])[O-].[Cs+].[Cs+].C(OCC)(=O)C. The catalyst is CN(C)C=O.O. The product is [C:33]([C:28]1[CH:29]=[CH:30][CH:31]=[CH:32][C:27]=1[C:4]1[CH:5]=[CH:6][C:7]([CH2:8][C:9]2[C:14](=[O:15])[N:13]([C:16]3[CH:21]=[CH:20][C:19]([O:22][C:36]([CH3:42])([CH3:41])[C:37]([O:39][CH3:40])=[O:38])=[CH:18][CH:17]=3)[C:12]([CH3:23])=[N:11][C:10]=2[CH2:24][CH2:25][CH3:26])=[C:2]([F:1])[CH:3]=1)#[N:34]. The yield is 0.960. (5) The reactants are FC(F)(F)S(O[C:7]1C2COCC3[CH:21]=[C:20]([O:22][CH3:23])[C:19]([O:24][CH3:25])=[C:18]([O:26][CH3:27])[C:17]=3[C:11]=2[CH:10]=[CH:9][C:8]=1[O:28][CH3:29])(=O)=O.O.[SH-:33].[Na+].[C:35]([O:38][CH2:39][CH3:40])(=O)[CH3:36]. The catalyst is N1CCCC1=O. The product is [CH3:29][O:28][C:8]1[CH:9]=[CH:10][C:11]2[C:17]3[C:18]([O:26][CH3:27])=[C:19]([O:24][CH3:25])[C:20]([O:22][CH3:23])=[CH:21][C:40]=3[CH2:39][O:38][CH2:35][C:36]=2[C:7]=1[SH:33]. The yield is 0.780. (6) The reactants are Br[CH:2]([CH3:14])[C:3]([NH:5][C:6]1[CH:11]=[CH:10][CH:9]=[C:8]([Br:12])[C:7]=1[OH:13])=[O:4].C(=O)([O-])[O-].[K+].[K+]. The catalyst is CN(C=O)C.O. The product is [Br:12][C:8]1[C:7]2[O:13][CH:2]([CH3:14])[C:3](=[O:4])[NH:5][C:6]=2[CH:11]=[CH:10][CH:9]=1. The yield is 0.950. (7) The reactants are Cl[C:2]1[N:7]=[CH:6][N:5]=[C:4]([O:8][C:9]2[C:14]([F:15])=[CH:13][C:12]([NH:16][C:17]([NH:19][C:20]3[CH:25]=[CH:24][CH:23]=[C:22]([C:26]([F:29])([F:28])[F:27])[CH:21]=3)=[O:18])=[CH:11][C:10]=2[F:30])[CH:3]=1.[CH3:31][NH2:32].C1COCC1. The catalyst is C(O)(C)C. The product is [F:30][C:10]1[CH:11]=[C:12]([NH:16][C:17]([NH:19][C:20]2[CH:25]=[CH:24][CH:23]=[C:22]([C:26]([F:29])([F:28])[F:27])[CH:21]=2)=[O:18])[CH:13]=[C:14]([F:15])[C:9]=1[O:8][C:4]1[CH:3]=[C:2]([NH:32][CH3:31])[N:7]=[CH:6][N:5]=1. The yield is 0.420. (8) The reactants are [F:1][C:2]([F:15])([F:14])[S:3]([O:6]S(C(F)(F)F)(=O)=O)(=[O:5])=[O:4].O[C:17]1[CH:18]=[CH:19][CH:20]=[C:21]2[C:26]=1[CH2:25][N:24]([C:27]([O:29][C@H:30]1[CH2:34][N:33]([C:35]([O:37][C:38]([CH3:41])([CH3:40])[CH3:39])=[O:36])[C@H:32]([C:42]([O:44][CH3:45])=[O:43])[CH2:31]1)=[O:28])[CH2:23][CH2:22]2.CCN(CC)CC.C([O-])(O)=O.[Na+]. The catalyst is C(Cl)Cl. The product is [F:1][C:2]([F:15])([F:14])[S:3]([O:6][C:17]1[CH:18]=[CH:19][CH:20]=[C:21]2[C:26]=1[CH2:25][N:24]([C:27]([O:29][C@H:30]1[CH2:34][N:33]([C:35]([O:37][C:38]([CH3:41])([CH3:40])[CH3:39])=[O:36])[C@H:32]([C:42]([O:44][CH3:45])=[O:43])[CH2:31]1)=[O:28])[CH2:23][CH2:22]2)(=[O:5])=[O:4]. The yield is 0.694. (9) The reactants are C1C(=O)N([Br:8])C(=O)C1.Cl.[F:10][C:11]1[C:12]([NH2:17])=[N:13][CH:14]=[CH:15][CH:16]=1. The catalyst is C(#N)C. The product is [Br:8][C:15]1[CH:16]=[C:11]([F:10])[C:12]([NH2:17])=[N:13][CH:14]=1. The yield is 0.920. (10) The reactants are [Si]([C:5]#[N:6])(C)(C)C.[NH2:7][C:8]1[CH:13]=[CH:12][C:11]([CH2:14][CH2:15][CH2:16][C:17]#[N:18])=[C:10]([F:19])[CH:9]=1.[CH3:20][C:21]([CH3:23])=O. The catalyst is [Cl-].[Cl-].[Zn+2]. The product is [C:5]([C:21]([NH:7][C:8]1[CH:13]=[CH:12][C:11]([CH2:14][CH2:15][CH2:16][C:17]#[N:18])=[C:10]([F:19])[CH:9]=1)([CH3:23])[CH3:20])#[N:6]. The yield is 0.960.